From a dataset of Catalyst prediction with 721,799 reactions and 888 catalyst types from USPTO. Predict which catalyst facilitates the given reaction. (1) The catalyst class is: 4. Product: [CH3:1][O:2][C:3]1[N:8]=[CH:7][C:6]([OH:16])=[CH:5][CH:4]=1. Reactant: [CH3:1][O:2][C:3]1[N:8]=[CH:7][C:6](B(O)O)=[CH:5][CH:4]=1.C[N+]1([O-])CC[O:16]CC1. (2) Reactant: [N+:1]([C:4]1[CH:15]=[CH:14][C:7]2[CH2:8][NH:9][C:10](=[O:13])[NH:11][CH2:12][C:6]=2[CH:5]=1)([O-])=O.[H][H]. Product: [NH2:1][C:4]1[CH:15]=[CH:14][C:7]2[CH2:8][NH:9][C:10](=[O:13])[NH:11][CH2:12][C:6]=2[CH:5]=1. The catalyst class is: 19. (3) Reactant: [NH2:1][C:2]1[C:3]([NH:20][C:21]2[CH:22]=[C:23]([NH:27][C:28](=[O:34])[O:29][C:30]([CH3:33])([CH3:32])[CH3:31])[CH:24]=[CH:25][CH:26]=2)=[N:4][C:5]([NH:8][C:9]2[CH:14]=[CH:13][C:12]([O:15][CH2:16][CH2:17][O:18][CH3:19])=[CH:11][CH:10]=2)=[N:6][CH:7]=1.Cl[C:36](Cl)([O:38]C(=O)OC(Cl)(Cl)Cl)Cl. Product: [CH3:19][O:18][CH2:17][CH2:16][O:15][C:12]1[CH:13]=[CH:14][C:9]([NH:8][C:5]2[N:4]=[C:3]3[C:2]([NH:1][C:36](=[O:38])[N:20]3[C:21]3[CH:22]=[C:23]([NH:27][C:28](=[O:34])[O:29][C:30]([CH3:31])([CH3:33])[CH3:32])[CH:24]=[CH:25][CH:26]=3)=[CH:7][N:6]=2)=[CH:10][CH:11]=1. The catalyst class is: 2. (4) Reactant: [Br:1][CH2:2][CH2:3][OH:4].[C:5]([Si:9]([CH3:12])([CH3:11])Cl)([CH3:8])([CH3:7])[CH3:6].N1C=CN=C1. Product: [Br:1][CH2:2][CH2:3][O:4][Si:9]([C:5]([CH3:8])([CH3:7])[CH3:6])([CH3:12])[CH3:11]. The catalyst class is: 42. (5) Reactant: [CH3:1][N:2]([CH2:4][C:5]1[CH:6]=[C:7]([C:10]([O:12][CH2:13][CH3:14])=[O:11])[NH:8][CH:9]=1)[CH3:3].[CH3:15][I:16]. Product: [I-:16].[CH2:13]([O:12][C:10]([C:7]1[NH:8][CH:9]=[C:5]([CH2:4][N+:2]([CH3:15])([CH3:1])[CH3:3])[CH:6]=1)=[O:11])[CH3:14]. The catalyst class is: 595. (6) Reactant: [CH2:1]([N:8]1[CH2:13][CH2:12][N:11]([CH2:14][C:15]2[CH:20]=[CH:19][CH:18]=[CH:17][CH:16]=2)[CH2:10][C@@H:9]1[CH2:21][CH2:22][C:23]1[C:32]2[C:27](=[CH:28][CH:29]=[CH:30][CH:31]=2)[CH:26]=[CH:25][CH:24]=1)[C:2]1[CH:7]=[CH:6][CH:5]=[CH:4][CH:3]=1.C([O-])=O.[NH4+]. Product: [C:23]1([CH2:22][CH2:21][C@H:9]2[CH2:10][NH:11][CH2:12][CH2:13][NH:8]2)[C:32]2[C:27](=[CH:28][CH:29]=[CH:30][CH:31]=2)[CH:26]=[CH:25][CH:24]=1.[CH2:14]([N:11]1[CH2:12][CH2:13][NH:8][C@@H:9]([CH2:21][CH2:22][C:23]2[C:32]3[C:27](=[CH:28][CH:29]=[CH:30][CH:31]=3)[CH:26]=[CH:25][CH:24]=2)[CH2:10]1)[C:15]1[CH:16]=[CH:17][CH:18]=[CH:19][CH:20]=1.[CH2:1]([N:8]1[CH2:13][CH2:12][NH:11][CH2:10][C@@H:9]1[CH2:21][CH2:22][C:23]1[C:32]2[C:27](=[CH:28][CH:29]=[CH:30][CH:31]=2)[CH:26]=[CH:25][CH:24]=1)[C:2]1[CH:3]=[CH:4][CH:5]=[CH:6][CH:7]=1. The catalyst class is: 29.